From a dataset of Reaction yield outcomes from USPTO patents with 853,638 reactions. Predict the reaction yield, written as a fraction of the theoretical maximum amount of product (1.0 means a 100% yield; for example, 0.34 means a 34% yield). (1) The product is [C:11]1([C:10]2[CH:9]=[CH:8][C:7]([O:6][CH3:5])=[CH:20][CH:19]=2)[CH:12]=[CH:17][CH:16]=[CH:15][CH:14]=1. The yield is 0.880. The reactants are CP(C)C.[CH3:5][O:6][C:7]1[CH:20]=[CH:19][C:10]([C:11](=N)[C:12]2[CH:17]=[CH:16][CH:15]=[CH:14]C=2)=[CH:9][CH:8]=1. The catalyst is [Ni].C/C(/[O-])=C/C(C)=O.C/C(/[O-])=C/C(C)=O.[Ni+2]. (2) The reactants are [Cl:1][C:2]1[CH:3]=[C:4]([NH:9][NH2:10])[CH:5]=[CH:6][C:7]=1[Cl:8].CO[CH:13](OC)[CH2:14][C:15](=O)[CH3:16]. The catalyst is CCO. The product is [Cl:1][C:2]1[CH:3]=[C:4]([N:9]2[CH:13]=[CH:14][C:15]([CH3:16])=[N:10]2)[CH:5]=[CH:6][C:7]=1[Cl:8].[Cl:1][C:2]1[CH:3]=[C:4]([N:9]2[C:15]([CH3:16])=[CH:14][CH:13]=[N:10]2)[CH:5]=[CH:6][C:7]=1[Cl:8]. The yield is 0.660.